This data is from NCI-60 drug combinations with 297,098 pairs across 59 cell lines. The task is: Regression. Given two drug SMILES strings and cell line genomic features, predict the synergy score measuring deviation from expected non-interaction effect. (1) Drug 1: C1C(C(OC1N2C=NC3=C(N=C(N=C32)Cl)N)CO)O. Drug 2: C1=NC2=C(N=C(N=C2N1C3C(C(C(O3)CO)O)O)F)N. Cell line: UO-31. Synergy scores: CSS=38.7, Synergy_ZIP=-0.00424, Synergy_Bliss=2.78, Synergy_Loewe=0.994, Synergy_HSA=2.15. (2) Drug 1: CNC(=O)C1=CC=CC=C1SC2=CC3=C(C=C2)C(=NN3)C=CC4=CC=CC=N4. Drug 2: C1=CC=C(C=C1)NC(=O)CCCCCCC(=O)NO. Cell line: OVCAR-8. Synergy scores: CSS=27.8, Synergy_ZIP=-7.94, Synergy_Bliss=-1.01, Synergy_Loewe=-17.4, Synergy_HSA=-2.07. (3) Drug 1: C1=CC(=CC=C1C#N)C(C2=CC=C(C=C2)C#N)N3C=NC=N3. Drug 2: CC1C(C(=O)NC(C(=O)N2CCCC2C(=O)N(CC(=O)N(C(C(=O)O1)C(C)C)C)C)C(C)C)NC(=O)C3=C4C(=C(C=C3)C)OC5=C(C(=O)C(=C(C5=N4)C(=O)NC6C(OC(=O)C(N(C(=O)CN(C(=O)C7CCCN7C(=O)C(NC6=O)C(C)C)C)C)C(C)C)C)N)C. Cell line: OVCAR-5. Synergy scores: CSS=0.891, Synergy_ZIP=-0.184, Synergy_Bliss=1.04, Synergy_Loewe=-1.09, Synergy_HSA=-0.316.